Dataset: Catalyst prediction with 721,799 reactions and 888 catalyst types from USPTO. Task: Predict which catalyst facilitates the given reaction. (1) Reactant: [F:1][C:2]1[CH:7]=[CH:6][C:5]([CH:8]2[O:12]C(=O)[NH:10][CH:9]2[CH2:14][C:15]2[CH:20]=[CH:19][CH:18]=[C:17]([O:21][C:22]3[CH:27]=[CH:26][CH:25]=[CH:24][CH:23]=3)[CH:16]=2)=[CH:4][CH:3]=1.[OH-].[Na+]. Product: [NH2:10][CH:9]([CH2:14][C:15]1[CH:20]=[CH:19][CH:18]=[C:17]([O:21][C:22]2[CH:27]=[CH:26][CH:25]=[CH:24][CH:23]=2)[CH:16]=1)[CH:8]([C:5]1[CH:4]=[CH:3][C:2]([F:1])=[CH:7][CH:6]=1)[OH:12]. The catalyst class is: 8. (2) Reactant: [F:8][C:7]([F:10])([F:9])[C:6](O[C:6](=[O:11])[C:7]([F:10])([F:9])[F:8])=[O:11].[CH3:14][N:15]([CH3:19])[CH2:16][CH2:17][NH2:18].C(=O)(O)[O-].[Na+]. Product: [CH3:14][N:15]([CH3:19])[CH2:16][CH2:17][NH:18][C:6](=[O:11])[C:7]([F:8])([F:9])[F:10]. The catalyst class is: 236. (3) Reactant: C([N:8]1[CH2:12][CH:11]([CH2:13][C:14]2[CH:19]=[C:18]([F:20])[CH:17]=[C:16]([F:21])[CH:15]=2)[CH:10]([C:22]#[N:23])[CH2:9]1)C1C=CC=CC=1.ClC(OC(Cl)C)=O. Product: [F:20][C:18]1[CH:19]=[C:14]([CH:15]=[C:16]([F:21])[CH:17]=1)[CH2:13][CH:11]1[CH2:12][NH:8][CH2:9][CH:10]1[C:22]#[N:23]. The catalyst class is: 26. (4) Reactant: [C:1]([C:3]1[CH:4]=[C:5]([CH:27]=[C:28]([F:35])[C:29]=1[NH:30][S:31]([CH3:34])(=[O:33])=[O:32])[CH2:6][NH:7][C:8](=[O:26])[CH:9]=[CH:10][C:11]1[C:12]([N:21]2[CH2:25][CH2:24][CH2:23][CH2:22]2)=[N:13][C:14]([C:17]([F:20])([F:19])[F:18])=[CH:15][CH:16]=1)#[CH:2].CO. Product: [C:1]([C:3]1[CH:4]=[C:5]([CH:27]=[C:28]([F:35])[C:29]=1[NH:30][S:31]([CH3:34])(=[O:32])=[O:33])[CH2:6][NH:7][C:8](=[O:26])[CH2:9][CH2:10][C:11]1[C:12]([N:21]2[CH2:22][CH2:23][CH2:24][CH2:25]2)=[N:13][C:14]([C:17]([F:18])([F:20])[F:19])=[CH:15][CH:16]=1)#[CH:2]. The catalyst class is: 45. (5) Reactant: [CH2:1]([O:3][C:4]1[CH:5]=[C:6]([CH:16]=[CH:17][CH:18]=1)[O:7][C:8]1[CH:9]=[C:10]([CH:13]=[CH:14][CH:15]=1)[C:11]#[N:12])[CH3:2].C1COCC1.[H-].[Al+3].[Li+].[H-].[H-].[H-].[OH-].[Na+]. Product: [CH2:1]([O:3][C:4]1[CH:5]=[C:6]([CH:16]=[CH:17][CH:18]=1)[O:7][C:8]1[CH:9]=[C:10]([CH:13]=[CH:14][CH:15]=1)[CH2:11][NH2:12])[CH3:2]. The catalyst class is: 97. (6) Reactant: [CH2:1]([O:3][CH2:4][CH2:5][O:6][C:7]1[CH:12]=[C:11]([CH3:13])[C:10]([C:14]2[CH:19]=[CH:18][CH:17]=[C:16]([CH2:20][NH:21][C:22]3[CH:27]=[CH:26][C:25]([CH2:28][CH2:29][C:30]([O:32]C)=[O:31])=[CH:24][CH:23]=3)[CH:15]=2)=[C:9]([CH3:34])[CH:8]=1)[CH3:2].[OH-].[Na+].O.C(O)(=O)CC(CC(O)=O)(C(O)=O)O. Product: [CH2:1]([O:3][CH2:4][CH2:5][O:6][C:7]1[CH:12]=[C:11]([CH3:13])[C:10]([C:14]2[CH:19]=[CH:18][CH:17]=[C:16]([CH2:20][NH:21][C:22]3[CH:23]=[CH:24][C:25]([CH2:28][CH2:29][C:30]([OH:32])=[O:31])=[CH:26][CH:27]=3)[CH:15]=2)=[C:9]([CH3:34])[CH:8]=1)[CH3:2]. The catalyst class is: 111. (7) Reactant: [CH3:1][C@@H:2]1[O:7][C@@H:6]([O:8][C@@H:9]2[C:14]3=[C:15]([OH:32])[C:16]4[C:28](=[O:29])[C:27]5[C:22](=[CH:23][CH:24]=[CH:25][C:26]=5[O:30][CH3:31])[C:20](=[O:21])[C:17]=4[C:18]([OH:19])=[C:13]3[CH2:12][C@@:11]([OH:37])([C:33]([CH2:35][OH:36])=[O:34])[CH2:10]2)[CH2:5][C@H:4]([NH2:38])[C@@H:3]1[OH:39].Cl.CCN(C(C)C)C(C)C.C(Cl)CCl.ON1C2C=CC=CC=2N=N1.[CH2:64]([CH2:69][NH2:70])[CH2:65][C:66]([OH:68])=[O:67]. Product: [CH2:64]([CH2:69][NH2:70])[CH2:65][C:66]([OH:68])=[O:67].[CH3:1][C@@H:2]1[O:7][C@@H:6]([O:8][C@@H:9]2[C:14]3=[C:15]([OH:32])[C:16]4[C:28](=[O:29])[C:27]5[C:22](=[CH:23][CH:24]=[CH:25][C:26]=5[O:30][CH3:31])[C:20](=[O:21])[C:17]=4[C:18]([OH:19])=[C:13]3[CH2:12][C@@:11]([OH:37])([C:33]([CH2:35][OH:36])=[O:34])[CH2:10]2)[CH2:5][C@H:4]([NH2:38])[C@@H:3]1[OH:39]. The catalyst class is: 3. (8) Reactant: C[O:2][C:3]1[CH:11]=[C:10]2[C:6]([C:7]([S:15]([N:18]3[CH2:23][CH2:22][O:21][CH2:20][CH2:19]3)(=[O:17])=[O:16])=[C:8]([C:12]([NH2:14])=[O:13])[NH:9]2)=[CH:5][CH:4]=1.B(Br)(Br)Br.CCOC(C)=O.C([O-])(O)=O.[Na+]. Product: [OH:2][C:3]1[CH:11]=[C:10]2[C:6]([C:7]([S:15]([N:18]3[CH2:23][CH2:22][O:21][CH2:20][CH2:19]3)(=[O:17])=[O:16])=[C:8]([C:12]([NH2:14])=[O:13])[NH:9]2)=[CH:5][CH:4]=1. The catalyst class is: 4. (9) Reactant: [NH2:1][C:2]1[CH:11]=[CH:10][C:5]([C:6]([O:8][CH3:9])=[O:7])=[CH:4][C:3]=1[CH:12]=[CH2:13]. Product: [NH2:1][C:2]1[CH:11]=[CH:10][C:5]([C:6]([O:8][CH3:9])=[O:7])=[CH:4][C:3]=1[CH2:12][CH3:13]. The catalyst class is: 29. (10) Reactant: [NH2:1][C@@H:2]1[C:11]2[C:6](=[CH:7][CH:8]=[CH:9][CH:10]=2)[C@H:5]([OH:12])[CH2:4][CH2:3]1.[H-].[Na+].[F:15][C:16]1[CH:21]=[C:20](F)[CH:19]=[CH:18][N:17]=1. Product: [F:15][C:16]1[CH:21]=[C:20]([O:12][C@H:5]2[C:6]3[C:11](=[CH:10][CH:9]=[CH:8][CH:7]=3)[C@@H:2]([NH2:1])[CH2:3][CH2:4]2)[CH:19]=[CH:18][N:17]=1. The catalyst class is: 1.